Dataset: Catalyst prediction with 721,799 reactions and 888 catalyst types from USPTO. Task: Predict which catalyst facilitates the given reaction. (1) Reactant: [BH4-].[Na+].[CH3:3][C:4]([CH3:6])=O.[NH2:7][C:8]1[CH:17]=[CH:16][CH:15]=[C:14]([S:18]([NH:21][C:22]([CH3:25])([CH3:24])[CH3:23])(=[O:20])=[O:19])[C:9]=1[C:10]([O:12][CH3:13])=[O:11].N. Product: [C:22]([NH:21][S:18]([C:14]1[CH:15]=[CH:16][CH:17]=[C:8]([NH:7][CH:4]([CH3:6])[CH3:3])[C:9]=1[C:10]([O:12][CH3:13])=[O:11])(=[O:20])=[O:19])([CH3:25])([CH3:24])[CH3:23]. The catalyst class is: 15. (2) Reactant: [N:1]1[CH:6]=[CH:5][CH:4]=[N:3][C:2]=1[C:7](=[S:9])[NH2:8].[CH2:10]([O:12][C:13](=[O:22])[CH:14](Cl)[C:15](=O)[C:16]([F:19])([F:18])[F:17])[CH3:11]. Product: [CH2:10]([O:12][C:13]([C:14]1[S:9][C:7]([C:2]2[N:3]=[CH:4][CH:5]=[CH:6][N:1]=2)=[N:8][C:15]=1[C:16]([F:17])([F:18])[F:19])=[O:22])[CH3:11]. The catalyst class is: 3. (3) Reactant: [I:1][C:2]1[CH:7]=[CH:6][C:5]([N+:8]([O-])=O)=[CH:4][C:3]=1[C:11]([F:14])([F:13])[F:12]. Product: [NH2:8][C:5]1[CH:4]=[C:3]([C:11]([F:14])([F:12])[F:13])[C:2]([I:1])=[CH:7][CH:6]=1. The catalyst class is: 227. (4) Reactant: [NH2:1][CH2:2][CH2:3][CH2:4][CH2:5][N:6]([CH2:22][C:23]1[CH:28]=[CH:27][C:26]([CH2:29][NH:30][CH2:31][C:32]2[CH:37]=[CH:36][CH:35]=[CH:34][CH:33]=2)=[CH:25][CH:24]=1)[C:7]([NH:9][C@H:10]([C:12]1[C:21]2[C:16](=[CH:17][CH:18]=[CH:19][CH:20]=2)[CH:15]=[CH:14][CH:13]=1)[CH3:11])=[O:8].C(N(CC)CC)C.[C:45]([O:49][C:50](O[C:50]([O:49][C:45]([CH3:48])([CH3:47])[CH3:46])=[O:51])=[O:51])([CH3:48])([CH3:47])[CH3:46]. Product: [NH2:1][CH2:2][CH2:3][CH2:4][CH2:5][N:6]([CH2:22][C:23]1[CH:24]=[CH:25][C:26]([CH2:29][N:30]([CH2:31][C:32]2[CH:33]=[CH:34][CH:35]=[CH:36][CH:37]=2)[C:50](=[O:51])[O:49][C:45]([CH3:48])([CH3:47])[CH3:46])=[CH:27][CH:28]=1)[C:7]([NH:9][C@H:10]([C:12]1[C:21]2[C:16](=[CH:17][CH:18]=[CH:19][CH:20]=2)[CH:15]=[CH:14][CH:13]=1)[CH3:11])=[O:8]. The catalyst class is: 7. (5) Reactant: S(Cl)([Cl:3])=O.[Cl:5][C:6]1[CH:14]=[CH:13][C:9]([C:10](O)=[O:11])=[CH:8][N:7]=1. Product: [Cl:5][C:6]1[CH:14]=[CH:13][C:9]([C:10]([Cl:3])=[O:11])=[CH:8][N:7]=1. The catalyst class is: 10. (6) Reactant: [O:1]=[C:2]1[CH2:7][CH:6]([C:8]([O:10][CH2:11][CH3:12])=[O:9])[CH2:5][CH2:4][N:3]1C(OC(C)(C)C)=O.Cl. Product: [O:1]=[C:2]1[CH2:7][CH:6]([C:8]([O:10][CH2:11][CH3:12])=[O:9])[CH2:5][CH2:4][NH:3]1. The catalyst class is: 135. (7) Reactant: CC1C=CC(S(Cl)(=O)=O)=CC=1.[CH2:12]([OH:18])[CH2:13][C:14]#[C:15][CH2:16][CH3:17].N1C=CC=CC=1.CC1C=CC(S(OCCC#CCC)(=O)=O)=CC=1.[O:42]=[CH:43][C:44]1[CH:52]=[CH:51][C:49](O)=[C:46]([O:47][CH3:48])[CH:45]=1. Product: [CH2:12]([O:18][C:49]1[CH:51]=[CH:52][C:44]([CH:43]=[O:42])=[CH:45][C:46]=1[O:47][CH3:48])[CH2:13][C:14]#[C:15][CH2:16][CH3:17]. The catalyst class is: 2.